This data is from Forward reaction prediction with 1.9M reactions from USPTO patents (1976-2016). The task is: Predict the product of the given reaction. (1) Given the reactants [CH3:1][O:2][C:3](=[O:23])[C@@H:4]([N:6]([C:13]([O:15][CH2:16][C:17]1[CH:22]=[CH:21][CH:20]=[CH:19][CH:18]=1)=[O:14])[CH2:7][CH:8](OC)[O:9]C)[CH3:5].C1(C)C=CC(S([O-])(=O)=O)=CC=1.[NH+]1C=CC=CC=1.O, predict the reaction product. The product is: [CH3:1][O:2][C:3](=[O:23])[C@@H:4]([N:6]([C:13]([O:15][CH2:16][C:17]1[CH:18]=[CH:19][CH:20]=[CH:21][CH:22]=1)=[O:14])[CH2:7][CH:8]=[O:9])[CH3:5]. (2) Given the reactants CS[C:3]1[N:7]([C:8]2[N:13]=[C:12]([N:14]3[CH2:19][CH2:18][O:17][CH2:16][CH2:15]3)[N:11]=[C:10]([NH:20][C:21]3[CH:22]=[N:23][CH:24]=[CH:25][CH:26]=3)[N:9]=2)[C:6]2[CH:27]=[CH:28][CH:29]=[CH:30][C:5]=2[N:4]=1.[O-][Mn](=O)(=O)=O.[K+].[O-:37][S:38]([O-:40])=O.[Na+].[Na+].[CH3:43]C(C)=O, predict the reaction product. The product is: [CH3:43][S:38]([C:3]1[N:7]([C:8]2[N:13]=[C:12]([N:14]3[CH2:15][CH2:16][O:17][CH2:18][CH2:19]3)[N:11]=[C:10]([NH:20][C:21]3[CH:22]=[N:23][CH:24]=[CH:25][CH:26]=3)[N:9]=2)[C:6]2[CH:27]=[CH:28][CH:29]=[CH:30][C:5]=2[N:4]=1)(=[O:40])=[O:37]. (3) Given the reactants [F:1][C:2]1[CH:3]=[C:4]([CH:8]=[C:9]([F:11])[CH:10]=1)[C:5]([OH:7])=[O:6].[C:12](Cl)(=O)C(Cl)=O.CN(C)C=O.CO, predict the reaction product. The product is: [F:1][C:2]1[CH:3]=[C:4]([CH:8]=[C:9]([F:11])[CH:10]=1)[C:5]([O:7][CH3:12])=[O:6].